Task: Predict the product of the given reaction.. Dataset: Forward reaction prediction with 1.9M reactions from USPTO patents (1976-2016) (1) Given the reactants Cl[CH:2]([C:9]1[CH:14]=[CH:13][CH:12]=[CH:11][CH:10]=1)[C:3]1[CH:8]=[CH:7][CH:6]=[CH:5][CH:4]=1.[CH3:15][N:16]1[CH2:21][CH2:20][NH:19][CH2:18][CH2:17]1.C(=O)([O-])[O-].[K+].[K+], predict the reaction product. The product is: [CH:2]([N:19]1[CH2:20][CH2:21][N:16]([CH3:15])[CH2:17][CH2:18]1)([C:9]1[CH:14]=[CH:13][CH:12]=[CH:11][CH:10]=1)[C:3]1[CH:8]=[CH:7][CH:6]=[CH:5][CH:4]=1. (2) Given the reactants [S:1]1[CH:5]=[CH:4][N:3]=[C:2]1[NH:6][S:7]([C:10]1[CH:15]=[CH:14][C:13]([S:16](Cl)(=[O:18])=[O:17])=[CH:12][CH:11]=1)(=[O:9])=[O:8].[C:20]1([Mg]Br)[CH:25]=[CH:24][CH:23]=[CH:22][CH:21]=1, predict the reaction product. The product is: [C:20]1([S:16]([C:13]2[CH:14]=[CH:15][C:10]([S:7]([NH:6][C:2]3[S:1][CH:5]=[CH:4][N:3]=3)(=[O:9])=[O:8])=[CH:11][CH:12]=2)(=[O:18])=[O:17])[CH:25]=[CH:24][CH:23]=[CH:22][CH:21]=1. (3) Given the reactants [I:1][C:2]1[CH:7]=[CH:6][C:5]([S:8](Cl)(=[O:10])=[O:9])=[CH:4][CH:3]=1.[CH3:12][N:13]1[CH2:18][CH2:17][CH:16]([C:19]2[C:27]3[C:22](=[CH:23][CH:24]=[C:25]([OH:28])[CH:26]=3)[NH:21][CH:20]=2)[CH2:15][CH2:14]1.[OH-].[Na+], predict the reaction product. The product is: [CH3:12][N:13]1[CH2:18][CH2:17][CH:16]([C:19]2[C:27]3[C:22](=[CH:23][CH:24]=[C:25]([O:28][S:8]([C:5]4[CH:6]=[CH:7][C:2]([I:1])=[CH:3][CH:4]=4)(=[O:10])=[O:9])[CH:26]=3)[NH:21][CH:20]=2)[CH2:15][CH2:14]1. (4) The product is: [Br:1][C:2]1[C:3]([CH2:16][O:17][CH2:21][C:20]2[CH:23]=[CH:24][CH:25]=[C:26]([CH3:27])[C:19]=2[F:18])=[C:4]2[C:9](=[C:10]([CH3:12])[CH:11]=1)[NH:8][C:7]([CH3:13])([CH3:14])[CH2:6][CH:5]2[CH3:15]. Given the reactants [Br:1][C:2]1[C:3]([CH2:16][OH:17])=[C:4]2[C:9](=[C:10]([CH3:12])[CH:11]=1)[NH:8][C:7]([CH3:14])([CH3:13])[CH2:6][CH:5]2[CH3:15].[F:18][C:19]1[C:26]([CH3:27])=[CH:25][CH:24]=[CH:23][C:20]=1[CH2:21]Br.[H-].[Na+], predict the reaction product. (5) Given the reactants CS(N)(=O)=O.[OH2:6].[F:7][C:8]1([F:20])[CH2:13][CH2:12][C:11]([C:14]2[N:18]([CH3:19])[N:17]=[CH:16][CH:15]=2)=[CH:10][CH2:9]1.S([O-])([O-])=[O:22].[Na+].[Na+], predict the reaction product. The product is: [F:20][C:8]1([F:7])[CH2:13][CH2:12][C@@:11]([C:14]2[N:18]([CH3:19])[N:17]=[CH:16][CH:15]=2)([OH:6])[C@H:10]([OH:22])[CH2:9]1.